This data is from Full USPTO retrosynthesis dataset with 1.9M reactions from patents (1976-2016). The task is: Predict the reactants needed to synthesize the given product. Given the product [CH3:1][O:2][C:3]([C:5]1[N:6]=[C:7]([NH:10][C:11](=[O:43])[C@@H:12]([NH:21][C:22](=[O:42])[C@H:23]([NH2:34])[C:24]2[CH:33]=[CH:32][C:27]3[O:28][CH2:29][CH2:30][O:31][C:26]=3[CH:25]=2)[C@H:13]([C:15]2[CH:20]=[CH:19][CH:18]=[CH:17][CH:16]=2)[CH3:14])[S:8][CH:9]=1)=[O:4], predict the reactants needed to synthesize it. The reactants are: [CH3:1][O:2][C:3]([C:5]1[N:6]=[C:7]([NH:10][C:11](=[O:43])[C@@H:12]([NH:21][C:22](=[O:42])[C@H:23]([NH:34]C(OC(C)(C)C)=O)[C:24]2[CH:33]=[CH:32][C:27]3[O:28][CH2:29][CH2:30][O:31][C:26]=3[CH:25]=2)[C@H:13]([C:15]2[CH:20]=[CH:19][CH:18]=[CH:17][CH:16]=2)[CH3:14])[S:8][CH:9]=1)=[O:4].FC(F)(F)C(O)=O.